The task is: Predict the product of the given reaction.. This data is from Forward reaction prediction with 1.9M reactions from USPTO patents (1976-2016). (1) Given the reactants [Cl:1][C:2]1[CH:3]=[C:4]([CH:11]=[O:12])[C:5]2[O:9][CH2:8][O:7][C:6]=2[CH:10]=1.[CH3:13][Mg+].[Br-], predict the reaction product. The product is: [Cl:1][C:2]1[CH:3]=[C:4]([CH:11]([OH:12])[CH3:13])[C:5]2[O:9][CH2:8][O:7][C:6]=2[CH:10]=1. (2) Given the reactants [F:1][C:2]([F:31])([F:30])[C:3]1[CH:8]=[C:7]([C:9]2[O:13][C:12]([C:14]3[CH:19]=[CH:18][C:17]([S:20](Cl)(=[O:22])=[O:21])=[CH:16][CH:15]=3)=[N:11][N:10]=2)[CH:6]=[CH:5][C:4]=1[C:24]1[CH:29]=[CH:28][CH:27]=[CH:26][CH:25]=1.[NH2:32][CH2:33][CH2:34][C:35]([NH2:37])=[O:36].C(N(CC)CC)C.[OH-].[Na+].Cl, predict the reaction product. The product is: [F:1][C:2]([F:31])([F:30])[C:3]1[CH:8]=[C:7]([C:9]2[O:13][C:12]([C:14]3[CH:19]=[CH:18][C:17]([S:20]([NH:32][CH2:33][CH2:34][C:35]([NH2:37])=[O:36])(=[O:22])=[O:21])=[CH:16][CH:15]=3)=[N:11][N:10]=2)[CH:6]=[CH:5][C:4]=1[C:24]1[CH:29]=[CH:28][CH:27]=[CH:26][CH:25]=1. (3) Given the reactants [C:1](Cl)(=[O:17])[CH2:2][CH2:3][CH2:4][CH2:5][CH2:6][CH2:7][CH2:8][CH2:9][CH2:10][CH2:11][CH2:12][CH2:13][CH2:14][CH2:15][CH3:16].ClCCl.[CH3:22][C:23]1[CH:24]=[CH:25][CH:26]=[CH:27][C:28]=1[C:29]([NH:31][C:32]1[CH:33]=[CH:34][C:35]([C:39]([N:41]2[C:47]3[CH:48]=[CH:49][C:50]([Cl:52])=[CH:51][C:46]=3[CH:45]([OH:53])[CH2:44][CH2:43][CH2:42]2)=[O:40])=[C:36]([CH3:38])[CH:37]=1)=[O:30].N1C=CC=CC=1, predict the reaction product. The product is: [C:1]([O:53][CH:45]1[CH2:44][CH2:43][CH2:42][N:41]([C:39](=[O:40])[C:35]2[CH:34]=[CH:33][C:32]([NH:31][C:29](=[O:30])[C:28]3[CH:27]=[CH:26][CH:25]=[CH:24][C:23]=3[CH3:22])=[CH:37][C:36]=2[CH3:38])[C:47]2[CH:48]=[CH:49][C:50]([Cl:52])=[CH:51][C:46]1=2)(=[O:17])[CH2:2][CH2:3][CH2:4][CH2:5][CH2:6][CH2:7][CH2:8][CH2:9][CH2:10][CH2:11][CH2:12][CH2:13][CH2:14][CH2:15][CH3:16]. (4) Given the reactants [OH-].[Na+].[Br:3][C:4]1[CH:12]=[CH:11][CH:10]=[C:9]2[C:5]=1[CH:6]=[CH:7][NH:8]2.[CH3:13][C:14]1[CH:19]=[CH:18][CH:17]=[CH:16][C:15]=1[S:20](Cl)(=[O:22])=[O:21], predict the reaction product. The product is: [Br:3][C:4]1[CH:12]=[CH:11][CH:10]=[C:9]2[C:5]=1[CH:6]=[CH:7][N:8]2[S:20]([C:15]1[CH:16]=[CH:17][CH:18]=[CH:19][C:14]=1[CH3:13])(=[O:22])=[O:21]. (5) Given the reactants [CH3:1][N:2]1[CH:7]=[C:6]([C:8]([OH:10])=[O:9])[C:5]([C:11]([O:13][CH3:14])=[O:12])=[C:4](Cl)[C:3]1=[O:16].[N:17]1[CH:22]=[CH:21][C:20](B(O)O)=[CH:19][CH:18]=1.[C:26]([O-])([O-])=O.[Cs+].[Cs+], predict the reaction product. The product is: [N:17]1[CH:22]=[CH:21][C:20]([C:4]2[C:3](=[O:16])[N:2]([CH3:1])[CH:7]=[C:6]([C:8]([O:10][CH3:26])=[O:9])[C:5]=2[C:11]([O:13][CH3:14])=[O:12])=[CH:19][CH:18]=1. (6) Given the reactants [C:1]12([NH2:11])[CH2:10][CH:5]3[CH2:6][CH:7]([CH2:9][CH:3]([CH2:4]3)[CH2:2]1)[CH2:8]2.[OH:12][C:13]1[CH:20]=[CH:19][C:16]([CH:17]=O)=[CH:15][CH:14]=1, predict the reaction product. The product is: [C:1]12([NH:11][CH2:17][C:16]3[CH:19]=[CH:20][C:13]([OH:12])=[CH:14][CH:15]=3)[CH2:8][CH:7]3[CH2:6][CH:5]([CH2:4][CH:3]([CH2:9]3)[CH2:2]1)[CH2:10]2. (7) Given the reactants [NH:1]1[CH2:6][CH2:5][O:4][CH2:3][CH2:2]1.Br[CH2:8][CH2:9][CH2:10][CH2:11][N:12]1C(=O)C2=CC=CC=C2C1=O.[I-].[Na+].C(=O)([O-])[O-].[K+].[K+], predict the reaction product. The product is: [N:1]1([CH2:8][CH2:9][CH2:10][CH2:11][NH2:12])[CH2:6][CH2:5][O:4][CH2:3][CH2:2]1. (8) Given the reactants [C:1]([O:5][CH:6]([C:11]1[C:16]([C:17]([F:20])([F:19])[F:18])=[CH:15][CH:14]=[C:13]([C:21]2[CH:26]=[CH:25][C:24]([NH:27][C:28](=[O:30])[CH3:29])=[CH:23][CH:22]=2)[C:12]=1[C:31]1[CH:32]=[CH:33][C:34]2[O:39][CH2:38][CH2:37][CH2:36][C:35]=2[CH:40]=1)[C:7]([O:9]C)=[O:8])([CH3:4])([CH3:3])[CH3:2].[OH-].[Li+], predict the reaction product. The product is: [NH2:27][C:24]1[CH:23]=[CH:22][C:21]([C:13]2[C:12]([C:31]3[CH:32]=[CH:33][C:34]4[O:39][CH2:38][CH2:37][CH2:36][C:35]=4[CH:40]=3)=[C:11]([CH:6]([O:5][C:1]([CH3:4])([CH3:3])[CH3:2])[C:7]([OH:9])=[O:8])[C:16]([C:17]([F:19])([F:20])[F:18])=[CH:15][CH:14]=2)=[CH:26][CH:25]=1.[C:1]([O:5][CH:6]([C:11]1[C:16]([C:17]([F:18])([F:19])[F:20])=[CH:15][CH:14]=[C:13]([C:21]2[CH:26]=[CH:25][C:24]([NH:27][C:28](=[O:30])[CH3:29])=[CH:23][CH:22]=2)[C:12]=1[C:31]1[CH:32]=[CH:33][C:34]2[O:39][CH2:38][CH2:37][CH2:36][C:35]=2[CH:40]=1)[C:7]([OH:9])=[O:8])([CH3:2])([CH3:3])[CH3:4].